Task: Regression. Given two drug SMILES strings and cell line genomic features, predict the synergy score measuring deviation from expected non-interaction effect.. Dataset: NCI-60 drug combinations with 297,098 pairs across 59 cell lines (1) Drug 1: C1=CC(=CC=C1CC(C(=O)O)N)N(CCCl)CCCl.Cl. Drug 2: CN(C(=O)NC(C=O)C(C(C(CO)O)O)O)N=O. Cell line: DU-145. Synergy scores: CSS=-3.01, Synergy_ZIP=-0.526, Synergy_Bliss=-4.17, Synergy_Loewe=-6.10, Synergy_HSA=-6.40. (2) Drug 1: CNC(=O)C1=CC=CC=C1SC2=CC3=C(C=C2)C(=NN3)C=CC4=CC=CC=N4. Drug 2: CC1=C(C=C(C=C1)NC(=O)C2=CC=C(C=C2)CN3CCN(CC3)C)NC4=NC=CC(=N4)C5=CN=CC=C5. Cell line: NCIH23. Synergy scores: CSS=1.62, Synergy_ZIP=-0.690, Synergy_Bliss=-1.20, Synergy_Loewe=-2.30, Synergy_HSA=-2.03.